The task is: Predict the reactants needed to synthesize the given product.. This data is from Full USPTO retrosynthesis dataset with 1.9M reactions from patents (1976-2016). (1) Given the product [CH3:18][O:17][C:3]1[CH:4]=[C:5]([C:8]([N:10]2[CH2:15][CH2:14][N:13]([CH3:16])[CH2:12][CH2:11]2)=[O:9])[CH:6]=[CH:7][C:2]=1[C:20]1[CH:36]=[CH:45][C:46]2[N:47]([C:49]([C:52]3[CH:53]=[CH:54][C:55]([C:56]#[N:57])=[CH:58][CH:59]=3)=[CH:50][N:51]=2)[N:67]=1, predict the reactants needed to synthesize it. The reactants are: Br[C:2]1[CH:7]=[CH:6][C:5]([C:8]([N:10]2[CH2:15][CH2:14][N:13]([CH3:16])[CH2:12][CH2:11]2)=[O:9])=[CH:4][C:3]=1[O:17][CH3:18].C[C:20]1([CH3:36])C(C)(C)OB(B2OC(C)(C)C(C)(C)O2)O1.CC([O-])=O.[K+].ClC1N=[CH:45][C:46]2[N:47]([C:49]([C:52]3[CH:59]=[CH:58][C:55]([C:56]#[N:57])=[CH:54][CH:53]=3)=[CH:50][N:51]=2)C=1.C([O-])([O-])=O.[K+].[K+].C[N:67](C=O)C. (2) Given the product [ClH:1].[NH:10]1[CH2:11][CH:8]([C:3]2[C:2]([Cl:1])=[N:7][CH:6]=[CH:5][N:4]=2)[CH2:9]1, predict the reactants needed to synthesize it. The reactants are: [Cl:1][C:2]1[C:3]([CH:8]2[CH2:11][N:10](C(OC(C)(C)C)=O)[CH2:9]2)=[N:4][CH:5]=[CH:6][N:7]=1.Cl. (3) Given the product [Cl:1][C:2]1[N:7]=[CH:6][C:5]([C:8]2[CH:9]=[CH:10][C:11]3[N:12]([C:14]([C:38]4[CH:37]=[N:36][CH:41]=[CH:40][CH:39]=4)=[C:15]([NH:17][C:18](=[O:20])[CH3:19])[N:16]=3)[N:13]=2)=[CH:4][C:3]=1[NH:22][S:23]([C:26]1[CH:31]=[CH:30][CH:29]=[C:28]([O:32][CH:33]([F:35])[F:34])[CH:27]=1)(=[O:25])=[O:24], predict the reactants needed to synthesize it. The reactants are: [Cl:1][C:2]1[N:7]=[CH:6][C:5]([C:8]2[CH:9]=[CH:10][C:11]3[N:12]([C:14](I)=[C:15]([NH:17][C:18](=[O:20])[CH3:19])[N:16]=3)[N:13]=2)=[CH:4][C:3]=1[NH:22][S:23]([C:26]1[CH:31]=[CH:30][CH:29]=[C:28]([O:32][CH:33]([F:35])[F:34])[CH:27]=1)(=[O:25])=[O:24].[N:36]1[CH:41]=[CH:40][CH:39]=[C:38](B(O)O)[CH:37]=1.C(=O)([O-])[O-].[Na+].[Na+]. (4) Given the product [CH3:36][O:35][C:33]([CH2:32][N:13]([C:11](=[O:12])/[CH:10]=[CH:9]/[C:3]1[CH:4]=[CH:5][CH:6]=[CH:7][CH:8]=1)[C:14]1[CH:19]=[CH:18][C:17]([O:20][C:21](=[O:30])/[CH:22]=[CH:23]/[C:24]2[CH:25]=[CH:26][CH:27]=[CH:28][CH:29]=2)=[CH:16][CH:15]=1)=[O:34], predict the reactants needed to synthesize it. The reactants are: [H-].[Na+].[C:3]1(/[CH:9]=[CH:10]/[C:11]([NH:13][C:14]2[CH:19]=[CH:18][C:17]([O:20][C:21](=[O:30])/[CH:22]=[CH:23]/[C:24]3[CH:29]=[CH:28][CH:27]=[CH:26][CH:25]=3)=[CH:16][CH:15]=2)=[O:12])[CH:8]=[CH:7][CH:6]=[CH:5][CH:4]=1.Br[CH2:32][C:33]([O:35][CH3:36])=[O:34].